Dataset: Reaction yield outcomes from USPTO patents with 853,638 reactions. Task: Predict the reaction yield, written as a fraction of the theoretical maximum amount of product (1.0 means a 100% yield; for example, 0.34 means a 34% yield). (1) The reactants are Br[C:2]1[CH:7]=[CH:6][CH:5]=[C:4]([CH2:8][CH2:9][N:10]2[CH2:15][CH2:14][N:13]([C:16]3[CH:25]=[CH:24][CH:23]=[C:22]4[C:17]=3[CH:18]=[CH:19][C:20]([CH3:26])=[N:21]4)[CH2:12][CH2:11]2)[C:3]=1[O:27][CH:28]([CH3:32])[C:29]([NH2:31])=[O:30].CNCCNC.C([O-])([O-])=O.[K+].[K+]. The catalyst is CN1C(=O)CCC1.[Cu]I. The product is [CH3:32][CH:28]1[C:29](=[O:30])[NH:31][C:2]2[CH:7]=[CH:6][CH:5]=[C:4]([CH2:8][CH2:9][N:10]3[CH2:15][CH2:14][N:13]([C:16]4[CH:25]=[CH:24][CH:23]=[C:22]5[C:17]=4[CH:18]=[CH:19][C:20]([CH3:26])=[N:21]5)[CH2:12][CH2:11]3)[C:3]=2[O:27]1. The yield is 0.500. (2) The yield is 0.960. The reactants are [C:1](Cl)(Cl)=[O:2].[NH2:5][C:6]1[CH:10]=[C:9]([C:11]([CH3:14])([CH3:13])[CH3:12])[O:8][C:7]=1[C:15]([O:17][CH3:18])=[O:16].N1C=CC=CC=1.[NH2:25][C:26]1[CH:31]=[CH:30][C:29]([CH3:32])=[CH:28][CH:27]=1. The catalyst is C1(C)C=CC=CC=1.CCOC(C)=O. The product is [C:15]([C:7]1[O:8][C:9]([C:11]([CH3:14])([CH3:12])[CH3:13])=[CH:10][C:6]=1[NH:5][C:1]([NH:25][C:26]1[CH:31]=[CH:30][C:29]([CH3:32])=[CH:28][CH:27]=1)=[O:2])([O:17][CH3:18])=[O:16]. (3) The reactants are C1(C)C=CC(S(O)(=O)=O)=CC=1.[C:12]([C:15]1[CH:45]=[CH:44][C:18]([O:19][CH2:20][C:21]2[CH:26]=[CH:25][C:24]([CH:27]([O:37]C3CCCCO3)[C:28]3[CH:29]=[C:30]([CH:34]=[CH:35][CH:36]=3)[C:31]([OH:33])=[O:32])=[CH:23][CH:22]=2)=[C:17]([Cl:46])[C:16]=1[OH:47])(=[O:14])[CH3:13]. The catalyst is CO.C(OCC)(=O)C. The product is [C:12]([C:15]1[CH:45]=[CH:44][C:18]([O:19][CH2:20][C:21]2[CH:22]=[CH:23][C:24]([CH:27]([OH:37])[C:28]3[CH:29]=[C:30]([CH:34]=[CH:35][CH:36]=3)[C:31]([OH:33])=[O:32])=[CH:25][CH:26]=2)=[C:17]([Cl:46])[C:16]=1[OH:47])(=[O:14])[CH3:13]. The yield is 0.940. (4) The reactants are Cl[C:2]1[CH:11]=[CH:10][N:9]=[C:8]2[C:3]=1[C:4]1[CH:16]=[C:15]([O:17][CH3:18])[C:14]([O:19][CH3:20])=[CH:13][C:5]=1[C:6](=[O:12])[NH:7]2.[Cl:21][C:22]1[CH:28]=[CH:27][C:25]([NH2:26])=[CH:24][CH:23]=1. No catalyst specified. The product is [Cl:21][C:22]1[CH:28]=[CH:27][C:25]([NH:26][C:2]2[CH:11]=[CH:10][N:9]=[C:8]3[C:3]=2[C:4]2[CH:16]=[C:15]([O:17][CH3:18])[C:14]([O:19][CH3:20])=[CH:13][C:5]=2[C:6](=[O:12])[NH:7]3)=[CH:24][CH:23]=1. The yield is 0.300. (5) The reactants are [CH3:1][C:2]([S:24][S:25][CH3:26])([CH3:23])[CH2:3][CH2:4][CH2:5][O:6][C:7]1[CH:12]=[C:11]([C:13](OCC)=[O:14])[N:10]=[C:9]([C:18](OCC)=[O:19])[CH:8]=1.[Cl-].[Ca+2].[Cl-].[BH4-].[Na+]. The catalyst is C(O)C. The product is [CH3:23][C:2]([S:24][S:25][CH3:26])([CH3:1])[CH2:3][CH2:4][CH2:5][O:6][C:7]1[CH:8]=[C:9]([CH2:18][OH:19])[N:10]=[C:11]([CH2:13][OH:14])[CH:12]=1. The yield is 0.350. (6) The reactants are [Br:1][C:2]1[S:13][C:5]2[C:6](=O)[NH:7][CH:8]=[C:9]([C:10]#[N:11])[C:4]=2[CH:3]=1.P(Cl)(Cl)([Cl:16])=O. No catalyst specified. The product is [Br:1][C:2]1[S:13][C:5]2[C:6]([Cl:16])=[N:7][CH:8]=[C:9]([C:10]#[N:11])[C:4]=2[CH:3]=1. The yield is 0.820. (7) The reactants are [C:1]([C:3]1[CH:11]=[CH:10][C:6]([C:7]([OH:9])=O)=[CH:5][CH:4]=1)#[N:2].O.ON1C2C=CC=CC=2N=N1.[CH3:23][CH:24]([N:26]1[CH2:31][CH2:30][CH:29]([O:32][C:33]2[CH:38]=[CH:37][C:36]([CH:39]3[CH2:44][CH2:43][NH:42][CH2:41][CH2:40]3)=[CH:35][CH:34]=2)[CH2:28][CH2:27]1)[CH3:25]. The catalyst is ClCCl. The product is [CH3:25][CH:24]([N:26]1[CH2:27][CH2:28][CH:29]([O:32][C:33]2[CH:38]=[CH:37][C:36]([CH:39]3[CH2:44][CH2:43][N:42]([C:7]([C:6]4[CH:5]=[CH:4][C:3]([C:1]#[N:2])=[CH:11][CH:10]=4)=[O:9])[CH2:41][CH2:40]3)=[CH:35][CH:34]=2)[CH2:30][CH2:31]1)[CH3:23]. The yield is 0.780. (8) The reactants are [CH2:1]([O:3][C:4]([C:6]1([NH:16][C:17](=[O:26])[C:18]2[CH:23]=[CH:22][CH:21]=[C:20]([CH3:24])[C:19]=2I)[CH2:14][C:13]2[C:8](=[CH:9][CH:10]=[C:11]([F:15])[CH:12]=2)[CH2:7]1)=[O:5])[CH3:2].[C:27]1(B(O)O)[CH2:31][CH2:30][CH2:29][CH:28]=1.C([O-])([O-])=O.[K+].[K+]. The catalyst is CCO.O1CCOCC1.[Pd]. The product is [CH2:1]([O:3][C:4]([C:6]1([NH:16][C:17](=[O:26])[C:18]2[CH:23]=[CH:22][CH:21]=[C:20]([CH3:24])[C:19]=2[C:27]2[CH2:31][CH2:30][CH2:29][CH:28]=2)[CH2:14][C:13]2[C:8](=[CH:9][CH:10]=[C:11]([F:15])[CH:12]=2)[CH2:7]1)=[O:5])[CH3:2]. The yield is 0.690.